From a dataset of Reaction yield outcomes from USPTO patents with 853,638 reactions. Predict the reaction yield, written as a fraction of the theoretical maximum amount of product (1.0 means a 100% yield; for example, 0.34 means a 34% yield). (1) The reactants are C[O:2][C:3]1[CH:8]=[C:7]([C:9]([C:11]2[CH:16]=[CH:15][CH:14]=[CH:13][CH:12]=2)=[O:10])[CH:6]=[CH:5][C:4]=1[C:17]1[CH:22]=[CH:21][CH:20]=[C:19]([CH3:23])[CH:18]=1.B(Br)(Br)Br. The catalyst is C(Cl)Cl.CO. The product is [OH:2][C:3]1[CH:8]=[C:7]([C:9]([C:11]2[CH:16]=[CH:15][CH:14]=[CH:13][CH:12]=2)=[O:10])[CH:6]=[CH:5][C:4]=1[C:17]1[CH:22]=[CH:21][CH:20]=[C:19]([CH3:23])[CH:18]=1. The yield is 0.465. (2) The reactants are [CH3:1][N:2]([CH3:17])[S:3]([N:6]1[C:10]2[CH2:11][CH2:12][CH2:13][CH2:14][C:9]=2[N:8]=[C:7]1[CH:15]=O)(=[O:5])=[O:4].[N:18]1[C:27]2[CH:26]([NH:28][CH2:29][CH2:30][CH2:31][CH2:32][N:33]3[C:41](=[O:42])[C:40]4[C:35](=[CH:36][CH:37]=[CH:38][CH:39]=4)[C:34]3=[O:43])[CH2:25][CH2:24][CH2:23][C:22]=2[CH:21]=[CH:20][CH:19]=1.C(O[BH-](OC(=O)C)OC(=O)C)(=O)C.[Na+].C([O-])(O)=O.[Na+]. The catalyst is C(Cl)Cl. The product is [CH3:1][N:2]([CH3:17])[S:3]([N:6]1[C:10]2[CH2:11][CH2:12][CH2:13][CH2:14][C:9]=2[N:8]=[C:7]1[CH2:15][N:28]([CH2:29][CH2:30][CH2:31][CH2:32][N:33]1[C:34](=[O:43])[C:35]2[C:40](=[CH:39][CH:38]=[CH:37][CH:36]=2)[C:41]1=[O:42])[CH:26]1[C:27]2[N:18]=[CH:19][CH:20]=[CH:21][C:22]=2[CH2:23][CH2:24][CH2:25]1)(=[O:5])=[O:4]. The yield is 0.520. (3) The yield is 0.100. The product is [OH:1][CH2:2][CH2:3][O:4][C@@H:5]1[CH2:10][CH2:9][C@H:8]([N:11]2[C:16](=[O:17])[C:15]([CH2:18][C:19]3[CH:24]=[CH:23][C:22]([C:25]4[CH:30]=[CH:29][CH:28]=[CH:27][C:26]=4[C:31]4[NH:40][C:75](=[O:77])[O:78][N:32]=4)=[CH:21][CH:20]=3)=[C:14]([CH2:33][CH2:34][CH3:35])[N:13]3[N:36]=[C:37]([CH3:39])[N:38]=[C:12]23)[CH2:7][CH2:6]1. The reactants are [OH:1][CH2:2][CH2:3][O:4][C@@H:5]1[CH2:10][CH2:9][C@H:8]([N:11]2[C:16](=[O:17])[C:15]([CH2:18][C:19]3[CH:24]=[CH:23][C:22]([C:25]4[C:26]([C:31]#[N:32])=[CH:27][CH:28]=[CH:29][CH:30]=4)=[CH:21][CH:20]=3)=[C:14]([CH2:33][CH2:34][CH3:35])[N:13]3[N:36]=[C:37]([CH3:39])[N:38]=[C:12]23)[CH2:7][CH2:6]1.[N:40]1C(C)=CC=CC=1C.FC(F)(F)S(O[Si](C(C)(C)C)(C)C)(=O)=O.Cl.N12CCCN=C1CCCCC2.[C:75]([O:78]CC)(=[O:77])C. The catalyst is O1CCCC1.O. (4) The reactants are [Cl:1][C:2]1[CH:32]=[CH:31][C:5]([CH2:6][CH2:7][NH:8][C:9]([C:11]2[CH:30]=[CH:29][C:14]([O:15][C:16]3[CH:21]=[CH:20][C:19]([CH2:22][C:23]([O:25][CH2:26][CH3:27])=[O:24])=[CH:18][C:17]=3Br)=[CH:13][CH:12]=2)=[O:10])=[CH:4][CH:3]=1.[CH3:33][S:34]([C:37]1[CH:38]=[C:39](B(O)O)[CH:40]=[CH:41][CH:42]=1)(=[O:36])=[O:35].C([O-])([O-])=O.[K+].[K+]. The catalyst is O1CCOCC1.O.C1C=CC([P]([Pd]([P](C2C=CC=CC=2)(C2C=CC=CC=2)C2C=CC=CC=2)([P](C2C=CC=CC=2)(C2C=CC=CC=2)C2C=CC=CC=2)[P](C2C=CC=CC=2)(C2C=CC=CC=2)C2C=CC=CC=2)(C2C=CC=CC=2)C2C=CC=CC=2)=CC=1. The product is [Cl:1][C:2]1[CH:32]=[CH:31][C:5]([CH2:6][CH2:7][NH:8][C:9]([C:11]2[CH:30]=[CH:29][C:14]([O:15][C:16]3[C:17]([C:41]4[CH:40]=[CH:39][CH:38]=[C:37]([S:34]([CH3:33])(=[O:36])=[O:35])[CH:42]=4)=[CH:18][C:19]([CH2:22][C:23]([O:25][CH2:26][CH3:27])=[O:24])=[CH:20][CH:21]=3)=[CH:13][CH:12]=2)=[O:10])=[CH:4][CH:3]=1. The yield is 0.698. (5) The reactants are Br[C:2]1[CH:7]=[CH:6][CH:5]=[CH:4][C:3]=1[CH2:8][C:9]#[N:10].[Cl:11][C:12]1[CH:17]=[CH:16][C:15](B(O)O)=[CH:14][CH:13]=1.C([O-])([O-])=O.[Na+].[Na+]. The catalyst is C1C=CC([P]([Pd]([P](C2C=CC=CC=2)(C2C=CC=CC=2)C2C=CC=CC=2)([P](C2C=CC=CC=2)(C2C=CC=CC=2)C2C=CC=CC=2)[P](C2C=CC=CC=2)(C2C=CC=CC=2)C2C=CC=CC=2)(C2C=CC=CC=2)C2C=CC=CC=2)=CC=1.C1(C)C=CC=CC=1. The product is [Cl:11][C:12]1[CH:17]=[CH:16][C:15]([C:2]2[CH:7]=[CH:6][CH:5]=[CH:4][C:3]=2[CH2:8][C:9]#[N:10])=[CH:14][CH:13]=1. The yield is 0.940. (6) The catalyst is C(OCC)(=O)C. The product is [CH3:1][C@@H:2]1[CH2:6][CH2:5][C:4](=[O:16])[CH:3]1[C:10]([O:12][CH2:13][CH3:14])=[O:11]. The yield is 0.960. The reactants are [CH3:1][C@@H:2]1[CH2:6][CH2:5][C:4](=C(C)C)[CH:3]1[C:10]([O:12][CH2:13][CH3:14])=[O:11].C(=O)=[O:16].C(O)(C)C. (7) The reactants are [CH2:1]([O:3][C:4]([N:6]1[CH2:11][CH:10]=[C:9]([C:12]2[C:20]3[C:15](=[N:16][CH:17]=[CH:18][CH:19]=3)[N:14]([CH2:21][CH2:22][O:23][CH2:24][CH3:25])[CH:13]=2)[CH2:8][CH2:7]1)=[O:5])[CH3:2]. The catalyst is CO. The product is [CH2:1]([O:3][C:4]([N:6]1[CH2:7][CH2:8][CH:9]([C:12]2[C:20]3[C:15](=[N:16][CH:17]=[CH:18][CH:19]=3)[N:14]([CH2:21][CH2:22][O:23][CH2:24][CH3:25])[CH:13]=2)[CH2:10][CH2:11]1)=[O:5])[CH3:2]. The yield is 0.550.